This data is from Full USPTO retrosynthesis dataset with 1.9M reactions from patents (1976-2016). The task is: Predict the reactants needed to synthesize the given product. (1) Given the product [C:1]([O:5][C:6]([N:8]1[CH2:13][CH2:12][N:11]([C:14]2[C:19]([CH:20]=[N:26][O:25][CH2:23][CH3:24])=[C:18]([NH2:22])[N:17]=[CH:16][N:15]=2)[CH2:10][CH2:9]1)=[O:7])([CH3:4])([CH3:3])[CH3:2], predict the reactants needed to synthesize it. The reactants are: [C:1]([O:5][C:6]([N:8]1[CH2:13][CH2:12][N:11]([C:14]2[C:19]([CH:20]=O)=[C:18]([NH2:22])[N:17]=[CH:16][N:15]=2)[CH2:10][CH2:9]1)=[O:7])([CH3:4])([CH3:3])[CH3:2].[CH2:23]([O:25][NH2:26])[CH3:24].Cl. (2) Given the product [CH3:2][O:3][C:4]1[CH:5]=[C:6]([C:12]2[C:13]([CH3:25])([CH3:24])[C:14](=[O:23])[N:15]([CH:17]3[CH2:22][CH2:21][N:20]([C:36]([C:28]4[CH:27]=[N:26][C:35]5[C:30]([CH:29]=4)=[CH:31][CH:32]=[CH:33][CH:34]=5)=[O:37])[CH2:19][CH2:18]3)[N:16]=2)[CH:7]=[CH:8][C:9]=1[O:10][CH3:11], predict the reactants needed to synthesize it. The reactants are: Cl.[CH3:2][O:3][C:4]1[CH:5]=[C:6]([C:12]2[C:13]([CH3:25])([CH3:24])[C:14](=[O:23])[N:15]([CH:17]3[CH2:22][CH2:21][NH:20][CH2:19][CH2:18]3)[N:16]=2)[CH:7]=[CH:8][C:9]=1[O:10][CH3:11].[N:26]1[C:35]2[C:30](=[CH:31][CH:32]=[CH:33][CH:34]=2)[CH:29]=[C:28]([C:36](O)=[O:37])[CH:27]=1.